From a dataset of Reaction yield outcomes from USPTO patents with 853,638 reactions. Predict the reaction yield, written as a fraction of the theoretical maximum amount of product (1.0 means a 100% yield; for example, 0.34 means a 34% yield). (1) The reactants are [CH3:1][S:2]([CH2:5][CH2:6][NH:7][CH2:8][C:9]1[O:13][C:12]([C:14]2[CH:15]=[CH:16][C:17]3[N:23]=[CH:22][N:21]=[C:20]([NH:24][C:25]4[CH:26]=[CH:27][C:28]([O:32][CH2:33][C:34]5[CH:35]=[CH:36][CH:37]=[C:38]([F:40])[CH:39]=5)=[C:29]([Cl:31])[CH:30]=4)[C:18]=3[CH:19]=2)=[CH:11][CH:10]=1)(=[O:4])=[O:3].[CH3:41][C:42]1[CH:43]=[CH:44][C:45]([S:48]([OH:51])(=[O:50])=[O:49])=[CH:46][CH:47]=1. The catalyst is C1COCC1. The product is [CH3:41][C:42]1[CH:47]=[CH:46][C:45]([S:48]([OH:51])(=[O:50])=[O:49])=[CH:44][CH:43]=1.[CH3:41][C:42]1[CH:47]=[CH:46][C:45]([S:48]([OH:51])(=[O:50])=[O:49])=[CH:44][CH:43]=1.[CH3:1][S:2]([CH2:5][CH2:6][NH:7][CH2:8][C:9]1[O:13][C:12]([C:14]2[CH:15]=[CH:16][C:17]3[N:23]=[CH:22][N:21]=[C:20]([NH:24][C:25]4[CH:26]=[CH:27][C:28]([O:32][CH2:33][C:34]5[CH:35]=[CH:36][CH:37]=[C:38]([F:40])[CH:39]=5)=[C:29]([Cl:31])[CH:30]=4)[C:18]=3[CH:19]=2)=[CH:11][CH:10]=1)(=[O:4])=[O:3].[OH2:3]. The yield is 0.800. (2) The reactants are [CH:1]([Mg]Br)=[CH2:2].[Cl:5][C:6]1[CH:7]=[C:8]([C:13](=[O:18])[C:14]([F:17])([F:16])[F:15])[CH:9]=[C:10]([Cl:12])[CH:11]=1. The catalyst is C1COCC1. The product is [Cl:5][C:6]1[CH:7]=[C:8]([C:13]([OH:18])([CH:1]=[CH2:2])[C:14]([F:15])([F:16])[F:17])[CH:9]=[C:10]([Cl:12])[CH:11]=1. The yield is 0.926. (3) The reactants are [C:1]([C:3]1[CH:4]=[CH:5][CH:6]=[C:7]2[C:11]=1[C:10](=[O:12])[NH:9][CH2:8]2)#[CH:2].Cl[C:14]1[C:19]([C:20]([F:23])([F:22])[F:21])=[CH:18][N:17]=[C:16]([NH:24][C:25]2[CH:30]=[CH:29][C:28]([N:31]3[CH2:36][CH2:35][N:34]([C:37]([O:39][C:40]([CH3:43])([CH3:42])[CH3:41])=[O:38])[CH2:33][CH2:32]3)=[CH:27][CH:26]=2)[N:15]=1.C(N(CC)CC)C.C1(P(C2C=CC=CC=2)C2C=CC=CC=2)C=CC=CC=1. The catalyst is CN(C=O)C.CCOC(C)=O.[Cu]I.CO. The product is [O:12]=[C:10]1[C:11]2[C:7](=[CH:6][CH:5]=[CH:4][C:3]=2[C:1]#[C:2][C:18]2[C:19]([C:20]([F:22])([F:21])[F:23])=[CH:14][N:15]=[C:16]([NH:24][C:25]3[CH:26]=[CH:27][C:28]([N:31]4[CH2:32][CH2:33][N:34]([C:37]([O:39][C:40]([CH3:43])([CH3:42])[CH3:41])=[O:38])[CH2:35][CH2:36]4)=[CH:29][CH:30]=3)[N:17]=2)[CH2:8][NH:9]1. The yield is 0.660. (4) The reactants are [C:1]([C:3]1[CH:11]=[CH:10][CH:9]=[C:8]2[C:4]=1[CH2:5][CH2:6][C@H:7]2[NH:12][C:13](=[O:19])[O:14][C:15]([CH3:18])([CH3:17])[CH3:16])#[N:2].Cl.[NH2:21][OH:22]. The catalyst is CCO. The product is [OH:22][NH:21][C:1]([C:3]1[CH:11]=[CH:10][CH:9]=[C:8]2[C:4]=1[CH2:5][CH2:6][C@H:7]2[NH:12][C:13](=[O:19])[O:14][C:15]([CH3:17])([CH3:16])[CH3:18])=[NH:2]. The yield is 0.850. (5) The reactants are Cl[C:2]1[C:3]2[C:4]3[O:15][CH:14]=[CH:13][C:5]=3[C:6](=[O:12])[NH:7][C:8]=2[N:9]=[CH:10][CH:11]=1.[NH2:16][C:17]1[CH:31]=[CH:30][C:20]([NH:21][C:22](=[O:29])[C:23]2[CH:28]=[CH:27][CH:26]=[CH:25][CH:24]=2)=[CH:19][CH:18]=1. No catalyst specified. The product is [O:12]=[C:6]1[C:5]2[CH:13]=[CH:14][O:15][C:4]=2[C:3]2[C:2]([NH:16][C:17]3[CH:31]=[CH:30][C:20]([NH:21][C:22](=[O:29])[C:23]4[CH:28]=[CH:27][CH:26]=[CH:25][CH:24]=4)=[CH:19][CH:18]=3)=[CH:11][CH:10]=[N:9][C:8]=2[NH:7]1. The yield is 0.0500. (6) The catalyst is ClCCl.C(OCC)(=O)C.C([O-])(=O)C.[Cu+2].C([O-])(=O)C. The reactants are [CH2:1]([C:5]1[N:6]=[C:7]([CH2:27][CH3:28])[NH:8][C:9](=[O:26])[C:10]=1[CH2:11][C:12]1[CH:17]=[CH:16][C:15]([C:18]2[C:19]([C:24]#[N:25])=[CH:20][CH:21]=[CH:22][CH:23]=2)=[CH:14][CH:13]=1)[CH2:2][CH2:3][CH3:4].[C:29]([O:32][CH2:33][C:34]([CH3:46])([CH3:45])[O:35][C:36]1[CH:41]=[CH:40][C:39](B(O)O)=[CH:38][CH:37]=1)(=[O:31])[CH3:30].C(N(CC)CC)C.N1C=CC=CC=1. The yield is 0.760. The product is [C:29]([O:32][CH2:33][C:34]([O:35][C:36]1[CH:37]=[CH:38][C:39]([N:8]2[C:9](=[O:26])[C:10]([CH2:11][C:12]3[CH:17]=[CH:16][C:15]([C:18]4[CH:23]=[CH:22][CH:21]=[CH:20][C:19]=4[C:24]#[N:25])=[CH:14][CH:13]=3)=[C:5]([CH2:1][CH2:2][CH2:3][CH3:4])[N:6]=[C:7]2[CH2:27][CH3:28])=[CH:40][CH:41]=1)([CH3:46])[CH3:45])(=[O:31])[CH3:30]. (7) The reactants are [CH3:1][C:2]1[CH:3]=[C:4]([CH:28]=[C:29]([CH3:31])[CH:30]=1)[O:5][C:6]1[CH:11]=[CH:10][C:9]([C:12](OC)=[O:13])=[CH:8][C:7]=1[S:16]([N:19]1[CH2:24][CH2:23][N:22]([C:25]([O-:27])=[O:26])[CH2:21][CH2:20]1)(=[O:18])=[O:17].[Li+].[BH4-]. The catalyst is C1COCC1. The product is [CH3:31][C:29]1[CH:28]=[C:4]([CH:3]=[C:2]([CH3:1])[CH:30]=1)[O:5][C:6]1[CH:11]=[CH:10][C:9]([CH2:12][OH:13])=[CH:8][C:7]=1[S:16]([N:19]1[CH2:24][CH2:23][N:22]([C:25]([O:27][C:2]([CH3:3])([CH3:30])[CH3:1])=[O:26])[CH2:21][CH2:20]1)(=[O:17])=[O:18]. The yield is 0.728. (8) The reactants are [CH3:1][O:2][C:3]1[C:4]([N:16]2[CH2:21][CH2:20][O:19][CH2:18][CH2:17]2)=[N:5][C:6]([C:9]2[CH:14]=[CH:13][C:12]([NH2:15])=[CH:11][CH:10]=2)=[N:7][CH:8]=1.C(=O)(O)[O-].[Na+].Cl[C:28]([O:30][C:31]1[CH:36]=[CH:35][CH:34]=[CH:33][CH:32]=1)=[O:29]. The catalyst is C(OCC)(=O)C. The product is [C:31]1([O:30][C:28](=[O:29])[NH:15][C:12]2[CH:13]=[CH:14][C:9]([C:6]3[N:5]=[C:4]([N:16]4[CH2:21][CH2:20][O:19][CH2:18][CH2:17]4)[C:3]([O:2][CH3:1])=[CH:8][N:7]=3)=[CH:10][CH:11]=2)[CH:36]=[CH:35][CH:34]=[CH:33][CH:32]=1. The yield is 0.405. (9) The reactants are [CH:1]([N:4]1[CH2:9][CH2:8][CH:7]([O:10][C:11]2[CH:16]=[CH:15][C:14]([N+:17]([O-])=O)=[CH:13][C:12]=2OC)[CH2:6][CH2:5]1)([CH3:3])[CH3:2].[H][H]. The catalyst is CO.[OH-].[OH-].[Pd+2]. The product is [CH:1]([N:4]1[CH2:9][CH2:8][CH:7]([O:10][C:11]2[CH:12]=[CH:13][C:14]([NH2:17])=[CH:15][CH:16]=2)[CH2:6][CH2:5]1)([CH3:3])[CH3:2]. The yield is 0.870.